From a dataset of Catalyst prediction with 721,799 reactions and 888 catalyst types from USPTO. Predict which catalyst facilitates the given reaction. Reactant: [N:1]1[CH:6]=[CH:5][CH:4]=[CH:3][C:2]=1[C:7]1([OH:17])[CH2:16][CH2:15][C:10]2(OCC[O:11]2)[CH2:9][CH2:8]1.Cl. Product: [OH:17][C:7]1([C:2]2[CH:3]=[CH:4][CH:5]=[CH:6][N:1]=2)[CH2:8][CH2:9][C:10](=[O:11])[CH2:15][CH2:16]1. The catalyst class is: 7.